Dataset: Reaction yield outcomes from USPTO patents with 853,638 reactions. Task: Predict the reaction yield, written as a fraction of the theoretical maximum amount of product (1.0 means a 100% yield; for example, 0.34 means a 34% yield). (1) The reactants are [NH2:1][C:2]1[CH:7]=[CH:6][C:5](Br)=[CH:4][N:3]=1.[C:9]([O:13][CH3:14])(=[O:12])[CH:10]=[CH2:11].CC1C=CC=CC=1P(C1C=CC=CC=1C)C1C=CC=CC=1C. The catalyst is C(#N)C.C([O-])(=O)C.[Pd+2].C([O-])(=O)C. The product is [NH2:1][C:2]1[N:3]=[CH:4][C:5](/[CH:11]=[CH:10]/[C:9]([O:13][CH3:14])=[O:12])=[CH:6][CH:7]=1. The yield is 0.270. (2) The reactants are [CH2:1]([N:5]1[C:15]2[C:10](=[CH:11][CH:12]=[CH:13][CH:14]=2)[C:8](=[O:9])[C:6]1=[O:7])[CH2:2][CH2:3][CH3:4].[C:16]([C:19]1[CH:24]=[CH:23][CH:22]=[CH:21][N:20]=1)(=[O:18])[CH3:17].CNC. No catalyst specified. The product is [CH2:1]([N:5]1[C:15]2[C:10](=[CH:11][CH:12]=[CH:13][CH:14]=2)[C:8]([OH:9])([CH2:17][C:16](=[O:18])[C:19]2[CH:24]=[CH:23][CH:22]=[CH:21][N:20]=2)[C:6]1=[O:7])[CH2:2][CH2:3][CH3:4]. The yield is 0.800. (3) The reactants are Cl[C:2]1[N:11]2[CH:12]=[CH:13][CH:14]=[C:10]2[C:9]2[CH:8]=[C:7]([Cl:15])[CH:6]=[CH:5][C:4]=2[N:3]=1.[CH3:16][N:17]1[CH2:22][CH2:21][NH:20][CH2:19][CH2:18]1. The catalyst is C1COCC1. The product is [Cl:15][C:7]1[CH:6]=[CH:5][C:4]2[N:3]=[C:2]([N:20]3[CH2:21][CH2:22][N:17]([CH3:16])[CH2:18][CH2:19]3)[N:11]3[CH:12]=[CH:13][CH:14]=[C:10]3[C:9]=2[CH:8]=1. The yield is 0.180. (4) The reactants are C([N:8]1[CH:12]=[C:11]([CH3:13])[N:10]=[C:9]1[CH:14]1[C:19]2=[N:20][NH:21][C:22](=[O:27])[C:23]3[CH:24]=[CH:25][CH:26]=[C:17]([C:18]=32)[NH:16][CH:15]1[C:28]1[CH:33]=[CH:32][CH:31]=[CH:30][CH:29]=1)C1C=CC=CC=1. The catalyst is [OH-].[OH-].[Pd+2].CO. The product is [CH3:13][C:11]1[N:10]=[C:9]([CH:14]2[C:19]3=[N:20][NH:21][C:22](=[O:27])[C:23]4[CH:24]=[CH:25][CH:26]=[C:17]([C:18]=43)[NH:16][CH:15]2[C:28]2[CH:33]=[CH:32][CH:31]=[CH:30][CH:29]=2)[NH:8][CH:12]=1. The yield is 0.870. (5) The product is [F:7][C:8]1[CH:9]=[C:10]([CH:11]=[CH:12][C:13]=1[N+:14]([O-:16])=[O:15])[O:17][CH2:19][CH2:20][O:21][CH:22]1[CH2:27][CH2:26][CH2:25][CH2:24][O:23]1. The yield is 0.360. The catalyst is C(#N)C.C(OCC)(=O)C. The reactants are C(=O)([O-])[O-].[K+].[K+].[F:7][C:8]1[CH:9]=[C:10]([OH:17])[CH:11]=[CH:12][C:13]=1[N+:14]([O-:16])=[O:15].Br[CH2:19][CH2:20][O:21][CH:22]1[CH2:27][CH2:26][CH2:25][CH2:24][O:23]1. (6) The reactants are [CH3:1][O:2][C:3](=[O:12])[C:4]1[CH:9]=[CH:8][C:7](Cl)=[N:6][C:5]=1[Cl:11].[C:13]1(B(O)O)[CH:18]=[CH:17][CH:16]=[CH:15][CH:14]=1.C(=O)([O-])[O-].[K+].[K+]. The catalyst is C1C=CC([P]([Pd]([P](C2C=CC=CC=2)(C2C=CC=CC=2)C2C=CC=CC=2)([P](C2C=CC=CC=2)(C2C=CC=CC=2)C2C=CC=CC=2)[P](C2C=CC=CC=2)(C2C=CC=CC=2)C2C=CC=CC=2)(C2C=CC=CC=2)C2C=CC=CC=2)=CC=1.O1CCCC1. The product is [CH3:1][O:2][C:3](=[O:12])[C:4]1[CH:9]=[CH:8][C:7]([C:13]2[CH:18]=[CH:17][CH:16]=[CH:15][CH:14]=2)=[N:6][C:5]=1[Cl:11]. The yield is 0.470.